This data is from Forward reaction prediction with 1.9M reactions from USPTO patents (1976-2016). The task is: Predict the product of the given reaction. (1) Given the reactants [H-].[Na+].C(OP([CH2:11][C:12]([O:14][CH2:15][CH3:16])=[O:13])(OCC)=O)C.[C:17]1(=O)[CH2:20][CH2:19][CH2:18]1, predict the reaction product. The product is: [C:17]1(=[CH:11][C:12]([O:14][CH2:15][CH3:16])=[O:13])[CH2:20][CH2:19][CH2:18]1. (2) Given the reactants [CH3:1][C:2]1[CH:17]=[CH:16][C:5]2[N:6]([CH2:9][C:10]3[CH:15]=[CH:14][N:13]=[CH:12][CH:11]=3)[CH:7]=[N:8][C:4]=2[C:3]=1[N+:18]([O-:20])=[O:19].Cl.Cl[CH2:23][C:24]1C2C(=CC=CC=2)N=[CH:26][CH:25]=1, predict the reaction product. The product is: [CH3:1][C:2]1[CH:17]=[CH:16][C:5]2[N:6]([CH2:9][C:10]3[C:11]4[C:12](=[CH:23][CH:24]=[CH:25][CH:26]=4)[N:13]=[CH:14][CH:15]=3)[CH:7]=[N:8][C:4]=2[C:3]=1[N+:18]([O-:20])=[O:19]. (3) Given the reactants Cl.[C:2]([O:6][C:7](=[O:10])[CH2:8][NH2:9])([CH3:5])([CH3:4])[CH3:3].C1N=CN([C:16](N2C=NC=C2)=[O:17])C=1.CCN(C(C)C)C(C)C.[Cl:32][C:33]1[N:58]=[C:57]([Cl:59])[CH:56]=[C:55]([CH3:60])[C:34]=1[C:35]([NH:37][CH2:38][CH2:39][C@H:40]([N:42]1[CH2:47][CH2:46][CH:45]([NH:48][CH2:49][C:50]2[CH:54]=[CH:53][S:52][CH:51]=2)[CH2:44][CH2:43]1)[CH3:41])=[O:36], predict the reaction product. The product is: [C:2]([O:6][C:7](=[O:10])[CH2:8][NH:9][C:16]([N:48]([CH:45]1[CH2:46][CH2:47][N:42]([C@H:40]([CH3:41])[CH2:39][CH2:38][NH:37][C:35]([C:34]2[C:33]([Cl:32])=[N:58][C:57]([Cl:59])=[CH:56][C:55]=2[CH3:60])=[O:36])[CH2:43][CH2:44]1)[CH2:49][C:50]1[CH:54]=[CH:53][S:52][CH:51]=1)=[O:17])([CH3:5])([CH3:4])[CH3:3]. (4) Given the reactants [CH:1]1([N:6]2[CH2:11][CH2:10][N:9]([C:12]([C:14]3[CH:15]=[C:16]4[C:20](=[CH:21][CH:22]=3)[NH:19][C:18]([C:23]([N:25]3[CH2:30][CH2:29][C:28]([F:32])([F:31])[CH2:27][CH2:26]3)=[O:24])=[CH:17]4)=[O:13])[CH2:8][CH2:7]2)[CH2:5][CH2:4][CH2:3][CH2:2]1.[F:33][C:34]([F:45])([F:44])[C:35]1[CH:40]=[CH:39][C:38](B(O)O)=[CH:37][CH:36]=1.N1C=CC=CC=1, predict the reaction product. The product is: [CH:1]1([N:6]2[CH2:7][CH2:8][N:9]([C:12]([C:14]3[CH:15]=[C:16]4[C:20](=[CH:21][CH:22]=3)[N:19]([C:38]3[CH:39]=[CH:40][C:35]([C:34]([F:45])([F:44])[F:33])=[CH:36][CH:37]=3)[C:18]([C:23]([N:25]3[CH2:26][CH2:27][C:28]([F:31])([F:32])[CH2:29][CH2:30]3)=[O:24])=[CH:17]4)=[O:13])[CH2:10][CH2:11]2)[CH2:5][CH2:4][CH2:3][CH2:2]1. (5) Given the reactants [F:1][CH:2]([F:13])[O:3][C:4]1[CH:9]=[CH:8][C:7]([N+:10]([O-])=O)=[CH:6][N:5]=1.C(O)(=O)C, predict the reaction product. The product is: [F:13][CH:2]([F:1])[O:3][C:4]1[N:5]=[CH:6][C:7]([NH2:10])=[CH:8][CH:9]=1. (6) The product is: [NH2:1][C:2]1[C:3]([Br:13])=[C:4]2[C:9](=[CH:10][CH:11]=1)[C:8](=[O:12])[CH2:7][CH2:6][CH2:5]2. Given the reactants [NH2:1][C:2]1[CH:3]=[C:4]2[C:9](=[CH:10][CH:11]=1)[C:8](=[O:12])[CH2:7][CH2:6][CH2:5]2.[Br:13]N1C(=O)CCC1=O, predict the reaction product.